Dataset: Full USPTO retrosynthesis dataset with 1.9M reactions from patents (1976-2016). Task: Predict the reactants needed to synthesize the given product. (1) Given the product [I:2][C:3]1[N:7]=[C:6]([C@@H:8]2[CH2:12][C@H:11]([CH3:13])[CH2:10][N:9]2[C:18](=[O:19])[C@@H:17]([NH:21][C:22](=[O:23])[O:24][CH3:25])[C@H:16]([O:15][CH3:14])[CH3:26])[NH:5][CH:4]=1, predict the reactants needed to synthesize it. The reactants are: Cl.[I:2][C:3]1[NH:7][C:6]([C@@H:8]2[CH2:12][C@H:11]([CH3:13])[CH2:10][NH2+:9]2)=[N:5][CH:4]=1.[CH3:14][O:15][C@H:16]([CH3:26])[C@H:17]([NH:21][C:22]([O:24][CH3:25])=[O:23])[C:18](O)=[O:19].CN(C(ON1N=NC2C=CC=NC1=2)=[N+](C)C)C.F[P-](F)(F)(F)(F)F.CCN(C(C)C)C(C)C. (2) Given the product [CH2:1]([N:8]1[CH2:9][CH:10]2[CH2:16][CH:14]([CH2:13][N:12]([C:24]([NH:23][C:17]3[CH:22]=[CH:21][CH:20]=[CH:19][CH:18]=3)=[O:25])[CH2:11]2)[CH2:15]1)[C:2]1[CH:7]=[CH:6][CH:5]=[CH:4][CH:3]=1, predict the reactants needed to synthesize it. The reactants are: [CH2:1]([N:8]1[CH2:15][CH:14]2[CH2:16][CH:10]([CH2:11][NH:12][CH2:13]2)[CH2:9]1)[C:2]1[CH:7]=[CH:6][CH:5]=[CH:4][CH:3]=1.[C:17]1([N:23]=[C:24]=[O:25])[CH:22]=[CH:21][CH:20]=[CH:19][CH:18]=1. (3) The reactants are: [H-].[Na+].[Cl:3][C:4]1[CH:5]=[CH:6][C:7]([CH2:10][OH:11])=[N:8][CH:9]=1.I[CH3:13]. Given the product [Cl:3][C:4]1[CH:5]=[CH:6][C:7]([CH2:10][O:11][CH3:13])=[N:8][CH:9]=1, predict the reactants needed to synthesize it. (4) Given the product [CH3:17][N:18]([C:19]1[S:20][C:21]([C:24]2[CH:25]=[N:26][CH:27]=[CH:28][CH:29]=2)=[N:22][N:23]=1)[C:6](=[O:7])[O:5][CH2:4][CH2:3][S:2][CH3:1], predict the reactants needed to synthesize it. The reactants are: [CH3:1][S:2][CH2:3][CH2:4][OH:5].[C:6](Cl)(Cl)=[O:7].C1(C)C=CC=CC=1.[CH3:17][NH:18][C:19]1[S:20][C:21]([C:24]2[CH:25]=[N:26][CH:27]=[CH:28][CH:29]=2)=[N:22][N:23]=1. (5) Given the product [Si:1]([O:8][C@@H:9]([CH2:36][O:37][Si:38]([C:41]([CH3:44])([CH3:43])[CH3:42])([CH3:39])[CH3:40])[CH2:10][CH2:11][CH:12]1[C@H:24]2[CH2:23][C:22]3[C:17]([CH2:16][C@H:15]2[CH2:14][C:13]1=[O:35])=[C:18]([O:33][CH3:34])[CH:19]=[CH:20][CH:21]=3)([C:4]([CH3:5])([CH3:6])[CH3:7])([CH3:3])[CH3:2], predict the reactants needed to synthesize it. The reactants are: [Si:1]([O:8][C@@H:9]([CH2:36][O:37][Si:38]([C:41]([CH3:44])([CH3:43])[CH3:42])([CH3:40])[CH3:39])[CH2:10][CH2:11][C:12]1[C:13](=[O:35])[CH2:14][C@H:15]2[C:24]=1[C@H:23](O[Si](C(C)(C)C)(C)C)[C:22]1[C:17](=[C:18]([O:33][CH3:34])[CH:19]=[CH:20][CH:21]=1)[CH2:16]2)([C:4]([CH3:7])([CH3:6])[CH3:5])([CH3:3])[CH3:2].C(=O)([O-])[O-].[K+].[K+].[H][H].O. (6) Given the product [CH2:21]([CH:23]([CH2:26][CH3:27])[CH2:24][NH:25][CH2:1][C:3]1[CH:18]=[CH:17][C:6]([O:7][C:8]2[CH:16]=[CH:15][C:11]([C:12]([NH2:14])=[O:13])=[CH:10][N:9]=2)=[C:5]([O:19][CH3:20])[CH:4]=1)[CH3:22], predict the reactants needed to synthesize it. The reactants are: [CH:1]([C:3]1[CH:18]=[CH:17][C:6]([O:7][C:8]2[CH:16]=[CH:15][C:11]([C:12]([NH2:14])=[O:13])=[CH:10][N:9]=2)=[C:5]([O:19][CH3:20])[CH:4]=1)=O.[CH2:21]([CH:23]([CH2:26][CH3:27])[CH2:24][NH2:25])[CH3:22].